This data is from Reaction yield outcomes from USPTO patents with 853,638 reactions. The task is: Predict the reaction yield, written as a fraction of the theoretical maximum amount of product (1.0 means a 100% yield; for example, 0.34 means a 34% yield). (1) The reactants are Cl[CH2:2][C:3]1[CH:8]=[CH:7][C:6]([C:9]2[N:10]([CH3:26])[O:11][C:12]([C:18]3[CH:23]=[C:22]([Cl:24])[CH:21]=[C:20]([Cl:25])[CH:19]=3)([C:14]([F:17])([F:16])[F:15])[CH:13]=2)=[CH:5][C:4]=1[CH3:27].[C:28]1(=[O:38])[NH:32][C:31](=[O:33])[C:30]2=[CH:34][CH:35]=[CH:36][CH:37]=[C:29]12.[K].[I-].[Na+].CCCCCC. The catalyst is CN(C)C=O.O. The product is [Cl:25][C:20]1[CH:19]=[C:18]([C:12]2([C:14]([F:15])([F:17])[F:16])[O:11][N:10]([CH3:26])[C:9]([C:6]3[CH:7]=[CH:8][C:3]([CH2:2][N:32]4[C:28](=[O:38])[C:29]5[C:30](=[CH:34][CH:35]=[CH:36][CH:37]=5)[C:31]4=[O:33])=[C:4]([CH3:27])[CH:5]=3)=[CH:13]2)[CH:23]=[C:22]([Cl:24])[CH:21]=1. The yield is 0.980. (2) The reactants are [CH2:1]([CH:19]([CH2:21][CH2:22][CH2:23][CH2:24][CH2:25][CH2:26][CH2:27][CH2:28]/[CH:29]=[CH:30]\[CH2:31]/[CH:32]=[CH:33]\[CH2:34][CH2:35][CH2:36][CH2:37]C)[OH:20])[CH2:2][CH2:3][CH2:4][CH2:5][CH2:6][CH2:7][CH2:8]/[CH:9]=[CH:10]\[CH2:11]/[CH:12]=[CH:13]\[CH2:14][CH2:15][CH2:16][CH2:17][CH3:18].N1C=CC=C[CH:40]=1.O=C(Cl)[O:47][C:48](Cl)(Cl)Cl.[CH3:53][N:54]([CH3:60])[CH2:55][CH2:56][NH:57][CH2:58][CH3:59]. The catalyst is CCOCC. The product is [CH3:53][N:54]([CH3:60])[CH2:55][CH2:56][N:57]([CH2:58][CH3:59])[C:48](=[O:47])[O:20][CH:19]([CH2:1][CH2:2][CH2:3][CH2:4][CH2:5][CH2:6][CH2:7][CH2:8][CH2:9]/[CH:10]=[CH:11]\[CH2:12]/[CH:13]=[CH:14]\[CH2:15][CH2:16][CH2:17][CH2:18][CH3:40])[CH2:21][CH2:22][CH2:23][CH2:24][CH2:25][CH2:26][CH2:27]/[CH:28]=[CH:29]\[CH2:30]/[CH:31]=[CH:32]\[CH2:33][CH2:34][CH2:35][CH2:36][CH3:37]. The yield is 0.780.